This data is from Catalyst prediction with 721,799 reactions and 888 catalyst types from USPTO. The task is: Predict which catalyst facilitates the given reaction. (1) Reactant: [CH2:1]([O:3][C:4](=[O:15])[C:5]1[CH:10]=[C:9]([CH3:11])[N:8]=[C:7]([SH:12])[C:6]=1[C:13]#[N:14])[CH3:2].Br[CH2:17][C:18]([NH2:20])=[O:19].[O-]CC.[Na+]. Product: [CH2:1]([O:3][C:4]([C:5]1[C:6]2[C:13]([NH2:14])=[C:17]([C:18](=[O:19])[NH2:20])[S:12][C:7]=2[N:8]=[C:9]([CH3:11])[CH:10]=1)=[O:15])[CH3:2]. The catalyst class is: 5. (2) Reactant: [Br:1][C:2]1[CH:3]=[C:4]([CH:7]=[C:8]([O:10][Si:11]([C:14]([CH3:17])([CH3:16])[CH3:15])([CH3:13])[CH3:12])[CH:9]=1)[CH:5]=[O:6].[BH4-].[Na+].O. Product: [Br:1][C:2]1[CH:3]=[C:4]([CH2:5][OH:6])[CH:7]=[C:8]([O:10][Si:11]([C:14]([CH3:15])([CH3:16])[CH3:17])([CH3:13])[CH3:12])[CH:9]=1. The catalyst class is: 1.